Dataset: Full USPTO retrosynthesis dataset with 1.9M reactions from patents (1976-2016). Task: Predict the reactants needed to synthesize the given product. (1) Given the product [CH:1]([O:5][C:6]1[C:7]2[C:14](/[CH:15]=[CH:16]/[C:17]([NH2:19])=[O:18])=[CH:13][NH:12][C:8]=2[N:9]=[CH:10][N:11]=1)([CH2:2][CH3:4])[CH3:21], predict the reactants needed to synthesize it. The reactants are: [CH2:1]([O:5][C:6]1[C:7]2[C:14](/[CH:15]=[CH:16]/[C:17]([NH2:19])=[O:18])=[CH:13][NH:12][C:8]=2[N:9]=[CH:10][N:11]=1)[CH:2]([CH3:4])C.Cl[C:21]1C2C(OCC(C)C)=NC=NC=2NC=1.C(OC1C2C(I)=CNC=2N=CN=1)(CC)C. (2) Given the product [CH3:1][N:2]([CH3:25])[CH2:3][CH2:4][O:5][C:6]1[CH:7]=[C:8]([NH:14][S:15]([C:18]2[CH:23]=[CH:22][C:21]([C:39]#[C:38][CH2:37][NH:36][C:34](=[O:35])[CH2:33][O:32][CH2:31][C:30]3[CH:29]=[CH:28][C:27]([F:26])=[CH:41][CH:40]=3)=[CH:20][CH:19]=2)(=[O:17])=[O:16])[CH:9]=[CH:10][C:11]=1[O:12][CH3:13], predict the reactants needed to synthesize it. The reactants are: [CH3:1][N:2]([CH3:25])[CH2:3][CH2:4][O:5][C:6]1[CH:7]=[C:8]([NH:14][S:15]([C:18]2[CH:23]=[CH:22][C:21](I)=[CH:20][CH:19]=2)(=[O:17])=[O:16])[CH:9]=[CH:10][C:11]=1[O:12][CH3:13].[F:26][C:27]1[CH:41]=[CH:40][C:30]([CH2:31][O:32][CH2:33][C:34]([NH:36][CH2:37][C:38]#[CH:39])=[O:35])=[CH:29][CH:28]=1.C(N(CC)CC)C.FC1C=CC(COCC(NCC#CC2C=CC(S(=O)(=O)NC3C=C(OC)C(OC)=C(OC)C=3)=CC=2)=O)=CC=1. (3) The reactants are: [CH2:1]([C:4]1[S:31][C:7]2[N:8]=[C:9]([N:25]3[CH:29]=[CH:28][C:27]([NH2:30])=[N:26]3)[N:10]=[C:11]([N:12]3[CH2:17][CH2:16][N:15]4[C:18]([C:21]([F:24])([F:23])[F:22])=[N:19][N:20]=[C:14]4[CH2:13]3)[C:6]=2[CH:5]=1)[CH2:2][CH3:3].C(N(CC)CC)C.[C:39](OC(=O)C)(=[O:41])[CH3:40].C(OCC)(=O)C. Given the product [CH2:1]([C:4]1[S:31][C:7]2[N:8]=[C:9]([N:25]3[CH:29]=[CH:28][C:27]([NH:30][C:39](=[O:41])[CH3:40])=[N:26]3)[N:10]=[C:11]([N:12]3[CH2:17][CH2:16][N:15]4[C:18]([C:21]([F:24])([F:23])[F:22])=[N:19][N:20]=[C:14]4[CH2:13]3)[C:6]=2[CH:5]=1)[CH2:2][CH3:3], predict the reactants needed to synthesize it. (4) Given the product [O:26]=[C:27]1[C:36]2[C:31](=[CH:32][CH:33]=[CH:34][CH:35]=2)[N:30]=[C:29]([C:37]([NH:1][CH2:2][C:3]2[CH:4]=[C:5]([C:9]3[CH:14]=[CH:13][C:12]([CH2:15][S:16]([CH2:19][C:20]4[NH:21][C:22](=[O:25])[NH:23][N:24]=4)(=[O:17])=[O:18])=[CH:11][CH:10]=3)[CH:6]=[CH:7][CH:8]=2)=[O:38])[NH:28]1, predict the reactants needed to synthesize it. The reactants are: [NH2:1][CH2:2][C:3]1[CH:4]=[C:5]([C:9]2[CH:14]=[CH:13][C:12]([CH2:15][S:16]([CH2:19][C:20]3[NH:21][C:22](=[O:25])[NH:23][N:24]=3)(=[O:18])=[O:17])=[CH:11][CH:10]=2)[CH:6]=[CH:7][CH:8]=1.[O:26]=[C:27]1[C:36]2[C:31](=[CH:32][CH:33]=[CH:34][CH:35]=2)[N:30]=[C:29]([C:37](OCC)=[O:38])[NH:28]1.C(N(CC)CC)C.CC(N(C)C)=O. (5) Given the product [C:10]([C:12]1[CH:13]=[CH:14][C:15]([OH:38])=[C:16]([S:18]([NH:21][CH2:22][CH2:23][C:24]2[CH:29]=[CH:28][C:27]([CH:30]([CH3:32])[CH3:31])=[CH:26][C:25]=2[NH:33][CH2:34][C:35]([NH:2][CH2:3][CH2:4][C:5]([O:7][CH2:8][CH3:9])=[O:6])=[O:36])(=[O:19])=[O:20])[CH:17]=1)#[N:11], predict the reactants needed to synthesize it. The reactants are: Cl.[NH2:2][CH2:3][CH2:4][C:5]([O:7][CH2:8][CH3:9])=[O:6].[C:10]([C:12]1[CH:13]=[CH:14][C:15]([OH:38])=[C:16]([S:18]([NH:21][CH2:22][CH2:23][C:24]2[CH:29]=[CH:28][C:27]([CH:30]([CH3:32])[CH3:31])=[CH:26][C:25]=2[NH:33][CH2:34][C:35](O)=[O:36])(=[O:20])=[O:19])[CH:17]=1)#[N:11].O.ON1C2C=CC=CC=2N=N1.Cl.CN(C)CCCN=C=NCC.Cl. (6) The reactants are: [F:1][C:2]([F:15])([F:14])[S:3]([O:6]S(C(F)(F)F)(=O)=O)(=[O:5])=[O:4].O=[C:17]1[CH2:22][CH2:21][C@H:20]2[C@H:23]3[C@H:32]([CH2:33][CH2:34][C@:18]12[CH3:19])[C:31]1[CH:30]=[CH:29][C:28]([C:35]([O:37][CH3:38])=[O:36])=[CH:27][C:26]=1[CH2:25][CH2:24]3.C(=O)(O)[O-].[Na+]. Given the product [F:1][C:2]([F:15])([F:14])[S:3]([O:6][C:17]1[C@:18]2([CH2:34][CH2:33][C@H:32]3[C@@H:23]([CH2:24][CH2:25][C:26]4[CH:27]=[C:28]([C:35]([O:37][CH3:38])=[O:36])[CH:29]=[CH:30][C:31]=43)[C@@H:20]2[CH2:21][CH:22]=1)[CH3:19])(=[O:5])=[O:4], predict the reactants needed to synthesize it.